The task is: Predict the reaction yield, written as a fraction of the theoretical maximum amount of product (1.0 means a 100% yield; for example, 0.34 means a 34% yield).. This data is from Reaction yield outcomes from USPTO patents with 853,638 reactions. (1) The reactants are Br[C:2]1[CH:3]=[CH:4][C:5]([Cl:14])=[C:6]([CH:13]=1)[CH2:7][NH:8][C:9](=[O:12])[O:10][CH3:11].[Sn]([CH2:28][OH:29])(CCCC)(CCCC)CCCC. The catalyst is O1CCOCC1.C1C=CC([P]([Pd]([P](C2C=CC=CC=2)(C2C=CC=CC=2)C2C=CC=CC=2)([P](C2C=CC=CC=2)(C2C=CC=CC=2)C2C=CC=CC=2)[P](C2C=CC=CC=2)(C2C=CC=CC=2)C2C=CC=CC=2)(C2C=CC=CC=2)C2C=CC=CC=2)=CC=1. The product is [Cl:14][C:5]1[CH:4]=[CH:3][C:2]([CH2:28][OH:29])=[CH:13][C:6]=1[CH2:7][NH:8][C:9](=[O:12])[O:10][CH3:11]. The yield is 0.610. (2) The reactants are C([N:8]1[CH2:13][CH2:12][N:11]([C:14]([C:16]2[CH:21]=[CH:20][CH:19]=[CH:18][C:17]=2[C:22]([F:25])([F:24])[F:23])=[O:15])[CH2:10][CH2:9]1)C1C=CC=CC=1. The catalyst is O.CO.[Pd]. The product is [N:11]1([C:14]([C:16]2[CH:21]=[CH:20][CH:19]=[CH:18][C:17]=2[C:22]([F:24])([F:23])[F:25])=[O:15])[CH2:12][CH2:13][NH:8][CH2:9][CH2:10]1. The yield is 0.860. (3) The reactants are [Cl:1][C:2]1[CH:7]=[C:6]([N:8]2[CH:12]=[CH:11][CH:10]=[N:9]2)[N:5]=[C:4]([C:13]2[O:14][CH:15]=[CH:16][CH:17]=2)[N:3]=1.[Cl:18]N1C(=O)CCC1=O.O. The catalyst is CN(C=O)C. The product is [Cl:1][C:2]1[CH:7]=[C:6]([N:8]2[CH:12]=[CH:11][CH:10]=[N:9]2)[N:5]=[C:4]([C:13]2[O:14][C:15]([Cl:18])=[CH:16][CH:17]=2)[N:3]=1. The yield is 0.990.